Predict which catalyst facilitates the given reaction. From a dataset of Catalyst prediction with 721,799 reactions and 888 catalyst types from USPTO. (1) Reactant: ClCCCl.[CH:14]1[C:13]([S:12][S:12][C:13]2[CH:18]=[CH:17][C:16]([Cl:19])=[CH:15][CH:14]=2)=[CH:18][CH:17]=[C:16]([Cl:19])[CH:15]=1.[CH3:21][S:22]([C:25]1[C:30]2[CH:31]=[C:32]3[N:37]([C:29]=2[N:28]=[CH:27][CH:26]=1)[CH2:36][CH2:35][CH2:34][CH:33]3[CH2:38][C:39]([O:41][CH2:42][CH3:43])=[O:40])(=[O:24])=[O:23].C([O-])(O)=O.[Na+]. Product: [Cl:19][C:16]1[CH:15]=[CH:14][C:13]([S:12][C:31]2[C:30]3[C:25]([S:22]([CH3:21])(=[O:23])=[O:24])=[CH:26][CH:27]=[N:28][C:29]=3[N:37]3[C:32]=2[CH:33]([CH2:38][C:39]([O:41][CH2:42][CH3:43])=[O:40])[CH2:34][CH2:35][CH2:36]3)=[CH:18][CH:17]=1. The catalyst class is: 31. (2) Reactant: [Br:1][CH:2](O)[CH2:3][CH2:4][CH2:5][CH2:6][CH2:7][CH2:8][CH2:9][CH2:10][CH2:11][CH2:12][CH3:13].[Si:15](Cl)([C:28]([CH3:31])([CH3:30])[CH3:29])([C:22]1[CH:27]=[CH:26][CH:25]=[CH:24][CH:23]=1)[C:16]1[CH:21]=[CH:20][CH:19]=[CH:18][CH:17]=1.N1C=CN=C1.[OH2:38]. Product: [Br:1][CH2:2][CH2:3][CH2:4][CH2:5][CH2:6][CH2:7][CH2:8][CH2:9][CH2:10][CH2:11][CH2:12][CH2:13][O:38][Si:15]([C:28]([CH3:31])([CH3:30])[CH3:29])([C:22]1[CH:23]=[CH:24][CH:25]=[CH:26][CH:27]=1)[C:16]1[CH:21]=[CH:20][CH:19]=[CH:18][CH:17]=1. The catalyst class is: 369. (3) Reactant: [Cl:1][C:2]1[C:3]([F:23])=[C:4]([N:8]2[C:12]([S:13][C:14]3[CH:15]=[N:16][C:17]([Cl:20])=[CH:18][CH:19]=3)=[CH:11][C:10]([CH2:21][OH:22])=[N:9]2)[CH:5]=[CH:6][CH:7]=1.C(N(CC)CC)C.O. Product: [Cl:1][C:2]1[C:3]([F:23])=[C:4]([N:8]2[C:12]([S:13][C:14]3[CH:15]=[N:16][C:17]([Cl:20])=[CH:18][CH:19]=3)=[CH:11][C:10]([CH:21]=[O:22])=[N:9]2)[CH:5]=[CH:6][CH:7]=1. The catalyst class is: 16. (4) Product: [CH3:17][O:16][C:4]1[C:3]([CH:2]=[O:1])=[CH:8][N:7]([C:9]2[CH:14]=[CH:13][CH:12]=[CH:11][CH:10]=2)[C:6](=[O:15])[CH:5]=1. The catalyst class is: 16. Reactant: [OH:1][CH2:2][C:3]1[C:4]([O:16][CH3:17])=[CH:5][C:6](=[O:15])[N:7]([C:9]2[CH:14]=[CH:13][CH:12]=[CH:11][CH:10]=2)[CH:8]=1.C(N(CC)CC)C.O.C(OCC)(=O)C. (5) Product: [Br:1][C:2]1[CH:8]=[CH:7][C:5]([I:15])=[C:4]([O:9][CH3:10])[CH:3]=1. The catalyst class is: 699. Reactant: [Br:1][C:2]1[CH:8]=[CH:7][C:5](N)=[C:4]([O:9][CH3:10])[CH:3]=1.N([O-])=O.[Na+].[I-:15].[K+].Br.C(=O)([O-])[O-].[Na+].[Na+]. (6) Reactant: [Br:1][C:2]1[CH:7]=[CH:6][C:5]([O:8][CH2:9][CH2:10][CH2:11][O:12][CH3:13])=[CH:4][C:3]=1[CH2:14][CH2:15][OH:16].N1C=CN=C1.[CH:22]([Si:25]([CH:30]([CH3:32])[CH3:31])([CH:27]([CH3:29])[CH3:28])Cl)([CH3:24])[CH3:23].Cl. Product: [Br:1][C:2]1[CH:7]=[CH:6][C:5]([O:8][CH2:9][CH2:10][CH2:11][O:12][CH3:13])=[CH:4][C:3]=1[CH2:14][CH2:15][O:16][Si:25]([CH:30]([CH3:32])[CH3:31])([CH:27]([CH3:29])[CH3:28])[CH:22]([CH3:24])[CH3:23]. The catalyst class is: 2. (7) Reactant: Br[C:2]1[CH:7]=[CH:6][N:5]([C:8]2[CH:9]=[CH:10][C:11]3[N:12]([C:14]([CH3:20])=[C:15]([CH:17]4[CH2:19][CH2:18]4)[N:16]=3)[CH:13]=2)[C:4](=[O:21])[CH:3]=1.[Cl:22][C:23]1[CH:33]=[CH:32][C:26](/[CH:27]=[CH:28]/B(O)O)=[CH:25][CH:24]=1.C(=O)([O-])[O-].[K+].[K+].C1COCC1. Product: [Cl:22][C:23]1[CH:33]=[CH:32][C:26](/[CH:27]=[CH:28]/[C:2]2[CH:7]=[CH:6][N:5]([C:8]3[CH:9]=[CH:10][C:11]4[N:12]([C:14]([CH3:20])=[C:15]([CH:17]5[CH2:19][CH2:18]5)[N:16]=4)[CH:13]=3)[C:4](=[O:21])[CH:3]=2)=[CH:25][CH:24]=1. The catalyst class is: 263. (8) Reactant: [CH2:1]([NH:8][C:9](=[O:46])[C@@H:10]([OH:45])[CH:11]([NH:16][C:17](=[O:44])[C@@H:18]([NH:29][C:30](=[O:43])[C@@H:31]([NH:33][C:34](=[O:42])[CH2:35][N:36]1[CH2:41][CH2:40][O:39][CH2:38][CH2:37]1)[CH3:32])[CH2:19][C:20]1[C:28]2[C:23](=[CH:24][CH:25]=[CH:26][CH:27]=2)[NH:22][CH:21]=1)[CH2:12][CH2:13][CH2:14][CH3:15])[C:2]1[CH:7]=[CH:6][CH:5]=[CH:4][CH:3]=1.CC(OI1(OC(C)=O)(OC(C)=O)OC(=O)C2C=CC=CC1=2)=O. Product: [CH2:1]([NH:8][C:9](=[O:46])[C:10](=[O:45])[C@@H:11]([NH:16][C:17](=[O:44])[C@@H:18]([NH:29][C:30](=[O:43])[C@@H:31]([NH:33][C:34](=[O:42])[CH2:35][N:36]1[CH2:41][CH2:40][O:39][CH2:38][CH2:37]1)[CH3:32])[CH2:19][C:20]1[C:28]2[C:23](=[CH:24][CH:25]=[CH:26][CH:27]=2)[NH:22][CH:21]=1)[CH2:12][CH2:13][CH2:14][CH3:15])[C:2]1[CH:3]=[CH:4][CH:5]=[CH:6][CH:7]=1. The catalyst class is: 4.